Dataset: Forward reaction prediction with 1.9M reactions from USPTO patents (1976-2016). Task: Predict the product of the given reaction. Given the reactants [CH3:1][O:2][C:3](=[O:13])[C:4]1[CH:12]=[CH:11][CH:10]=[C:6]([C:7]([OH:9])=O)[CH:5]=1.C1C=CC2N(O)N=NC=2C=1.CCN=C=NCCCN(C)C.[CH3:35][NH:36][CH2:37][C:38]1[CH:43]=[CH:42][C:41]([C:44]([N:46]2[CH2:52][C:51]3([CH3:54])[CH2:53][CH:47]2[CH2:48][C:49]([CH3:56])([CH3:55])[CH2:50]3)=[O:45])=[CH:40][CH:39]=1.CCN(C(C)C)C(C)C, predict the reaction product. The product is: [CH3:1][O:2][C:3](=[O:13])[C:4]1[CH:12]=[CH:11][CH:10]=[C:6]([C:7]([N:36]([CH3:35])[CH2:37][C:38]2[CH:39]=[CH:40][C:41]([C:44]([N:46]3[CH2:52][C:51]4([CH3:54])[CH2:53][CH:47]3[CH2:48][C:49]([CH3:56])([CH3:55])[CH2:50]4)=[O:45])=[CH:42][CH:43]=2)=[O:9])[CH:5]=1.